Dataset: NCI-60 drug combinations with 297,098 pairs across 59 cell lines. Task: Regression. Given two drug SMILES strings and cell line genomic features, predict the synergy score measuring deviation from expected non-interaction effect. Drug 1: C1CCC(C1)C(CC#N)N2C=C(C=N2)C3=C4C=CNC4=NC=N3. Drug 2: CC1=C2C(C(=O)C3(C(CC4C(C3C(C(C2(C)C)(CC1OC(=O)C(C(C5=CC=CC=C5)NC(=O)C6=CC=CC=C6)O)O)OC(=O)C7=CC=CC=C7)(CO4)OC(=O)C)O)C)OC(=O)C. Cell line: SN12C. Synergy scores: CSS=52.0, Synergy_ZIP=4.78, Synergy_Bliss=5.38, Synergy_Loewe=-3.69, Synergy_HSA=7.71.